The task is: Regression. Given a peptide amino acid sequence and an MHC pseudo amino acid sequence, predict their binding affinity value. This is MHC class I binding data.. This data is from Peptide-MHC class I binding affinity with 185,985 pairs from IEDB/IMGT. (1) The peptide sequence is KTINALVYF. The MHC is HLA-B58:01 with pseudo-sequence HLA-B58:01. The binding affinity (normalized) is 0.647. (2) The peptide sequence is AFPTSCHM. The MHC is HLA-B35:01 with pseudo-sequence HLA-B35:01. The binding affinity (normalized) is 0.0324.